Dataset: Catalyst prediction with 721,799 reactions and 888 catalyst types from USPTO. Task: Predict which catalyst facilitates the given reaction. (1) Reactant: [I:1][C:2]1[C:10]2[C:5](=[C:6]([N+:11]([O-:13])=[O:12])[CH:7]=[CH:8][CH:9]=2)[NH:4][N:3]=1.[OH-].[K+].[CH3:16][O:17][C:18]1[CH:25]=[CH:24][C:21]([CH2:22]Cl)=[CH:20][CH:19]=1. Product: [I:1][C:2]1[C:10]2[C:5](=[C:6]([N+:11]([O-:13])=[O:12])[CH:7]=[CH:8][CH:9]=2)[N:4]([CH2:22][C:21]2[CH:24]=[CH:25][C:18]([O:17][CH3:16])=[CH:19][CH:20]=2)[N:3]=1. The catalyst class is: 95. (2) Reactant: [OH:1][C:2]1([C:10]#[N:11])[CH:7]2[CH2:8][CH2:9][N:4]([CH2:5][CH2:6]2)[CH2:3]1.C(N(CC)CC)C.[N:19]([C:22]([C:25]1[CH:30]=[CH:29][CH:28]=[C:27]([C:31]([CH3:33])=[CH2:32])[CH:26]=1)([CH3:24])[CH3:23])=[C:20]=[O:21]. Product: [CH2:32]=[C:31]([C:27]1[CH:26]=[C:25]([C:22]([NH:19][C:20](=[O:21])[O:1][C:2]2([C:10]#[N:11])[CH:7]3[CH2:8][CH2:9][N:4]([CH2:5][CH2:6]3)[CH2:3]2)([CH3:24])[CH3:23])[CH:30]=[CH:29][CH:28]=1)[CH3:33]. The catalyst class is: 880. (3) Reactant: Cl.[CH3:2][NH2:3].C[Al](C)C.[OH:8][C@H:9]1[CH2:14][CH2:13][CH2:12][CH2:11][C@@H:10]1[NH:15][C:16]([C:18]1[C:22]2=[N:23][CH:24]=[CH:25][CH:26]=[C:21]2[N:20]([CH2:27][C:28]2[CH:38]=[CH:37][C:31]([C:32]([O:34]CC)=O)=[CH:30][CH:29]=2)[CH:19]=1)=[O:17].[O-]S([O-])(=O)=O.[Mg+2]. Product: [OH:8][C@H:9]1[CH2:14][CH2:13][CH2:12][CH2:11][C@@H:10]1[NH:15][C:16]([C:18]1[C:22]2=[N:23][CH:24]=[CH:25][CH:26]=[C:21]2[N:20]([CH2:27][C:28]2[CH:38]=[CH:37][C:31]([C:32](=[O:34])[NH:3][CH3:2])=[CH:30][CH:29]=2)[CH:19]=1)=[O:17]. The catalyst class is: 38. (4) Product: [Cl:7][C:8]1[C:13]([O:14][CH2:15][O:16][CH3:17])=[CH:12][CH:11]=[CH:10][N:9]=1. Reactant: CC(C)([O-])C.[K+].[Cl:7][C:8]1[C:13]([OH:14])=[CH:12][CH:11]=[CH:10][N:9]=1.[CH2:15](Cl)[O:16][CH3:17]. The catalyst class is: 3.